Task: Predict the reactants needed to synthesize the given product.. Dataset: Full USPTO retrosynthesis dataset with 1.9M reactions from patents (1976-2016) (1) Given the product [Cl:1][C:2]1[CH:7]=[C:6]([F:8])[C:5]([CH3:9])=[CH:4][C:3]=1[C:14]1[N:19]=[C:18]([NH2:20])[N:17]=[C:16]([NH:21][CH3:22])[CH:15]=1, predict the reactants needed to synthesize it. The reactants are: [Cl:1][C:2]1[CH:7]=[C:6]([F:8])[C:5]([CH3:9])=[CH:4][C:3]=1B(O)O.I[C:14]1[N:19]=[C:18]([NH2:20])[N:17]=[C:16]([NH:21][CH3:22])[CH:15]=1. (2) Given the product [Cl:1][C:2]1[CH:3]=[CH:4][C:5]([C:8]2[CH:13]=[C:12]([CH:14]3[CH2:15][CH2:16]3)[N:11]3[N:17]=[CH:18][C:19]([C:20]4[O:21][N:26]=[C:25]([C:27]5[S:28][C:29]([S:32]([NH2:33])(=[O:35])=[O:34])=[CH:30][CH:31]=5)[N:24]=4)=[C:10]3[N:9]=2)=[CH:6][CH:7]=1, predict the reactants needed to synthesize it. The reactants are: [Cl:1][C:2]1[CH:7]=[CH:6][C:5]([C:8]2[CH:13]=[C:12]([CH:14]3[CH2:16][CH2:15]3)[N:11]3[N:17]=[CH:18][C:19]([C:20](O)=[O:21])=[C:10]3[N:9]=2)=[CH:4][CH:3]=1.O[NH:24][C:25]([C:27]1[S:28][C:29]([S:32](=[O:35])(=[O:34])[NH2:33])=[CH:30][CH:31]=1)=[NH:26]. (3) The reactants are: [F:1][C:2]([F:23])([F:22])[C:3]([C:5]1[C:14]2[O:13][CH2:12][CH2:11][N:10]([C:15]([O:17][C:18]([CH3:21])([CH3:20])[CH3:19])=[O:16])[CH2:9][C:8]=2[S:7][CH:6]=1)=[CH2:4]. Given the product [F:23][C:2]([F:1])([F:22])[CH:3]([C:5]1[C:14]2[O:13][CH2:12][CH2:11][N:10]([C:15]([O:17][C:18]([CH3:20])([CH3:19])[CH3:21])=[O:16])[CH2:9][C:8]=2[S:7][CH:6]=1)[CH3:4], predict the reactants needed to synthesize it. (4) The reactants are: I[C:2]1[CH:7]=[CH:6][C:5]([O:8][CH:9]2[CH2:14][CH2:13][N:12]([C:15]([O:17][C:18]([CH3:21])([CH3:20])[CH3:19])=[O:16])[CH2:11][CH2:10]2)=[CH:4][CH:3]=1.[CH2:22]([O:29][C:30]([N:32]1[CH2:37][CH2:36][NH:35][C:34](=[O:38])[CH2:33]1)=[O:31])[C:23]1[CH:28]=[CH:27][CH:26]=[CH:25][CH:24]=1.P([O-])([O-])([O-])=O.[K+].[K+].[K+].CNCCNC. Given the product [CH3:19][C:18]([O:17][C:15]([N:12]1[CH2:13][CH2:14][CH:9]([O:8][C:5]2[CH:6]=[CH:7][C:2]([N:35]3[CH2:36][CH2:37][N:32]([C:30]([O:29][CH2:22][C:23]4[CH:24]=[CH:25][CH:26]=[CH:27][CH:28]=4)=[O:31])[CH2:33][C:34]3=[O:38])=[CH:3][CH:4]=2)[CH2:10][CH2:11]1)=[O:16])([CH3:21])[CH3:20], predict the reactants needed to synthesize it. (5) Given the product [Br:22][CH2:18][C:4]1[C:3]([C:1]#[N:2])=[C:7]([N:8]2[CH2:13][CH2:12][O:11][CH2:10][CH2:9]2)[S:6][C:5]=1[C:14]([O:16][CH3:17])=[O:15], predict the reactants needed to synthesize it. The reactants are: [C:1]([C:3]1[C:4]([CH3:18])=[C:5]([C:14]([O:16][CH3:17])=[O:15])[S:6][C:7]=1[N:8]1[CH2:13][CH2:12][O:11][CH2:10][CH2:9]1)#[N:2].C(Cl)Cl.[Br:22]Br.